Dataset: Catalyst prediction with 721,799 reactions and 888 catalyst types from USPTO. Task: Predict which catalyst facilitates the given reaction. Reactant: [Br:1][C:2]1[CH:3]=[N:4][CH:5]=[C:6]([Br:8])[CH:7]=1.ClC1C=CC=C(C(OO)=[O:17])C=1. Product: [Br:1][C:2]1[CH:3]=[N+:4]([O-:17])[CH:5]=[C:6]([Br:8])[CH:7]=1. The catalyst class is: 2.